From a dataset of Forward reaction prediction with 1.9M reactions from USPTO patents (1976-2016). Predict the product of the given reaction. The product is: [O:1]1[CH:5]=[CH:4][C:3]([C:6]2[N:7]([CH3:21])[C:8]3[N:9]([N:16]=[CH:17][C:18]=3[C:19]#[N:20])[C:10](=[O:15])[C:11]=2[CH:12]([CH3:14])[CH3:13])=[CH:2]1. Given the reactants [O:1]1[CH:5]=[CH:4][C:3]([C:6]2[NH:7][C:8]3[N:9]([N:16]=[CH:17][C:18]=3[C:19]#[N:20])[C:10](=[O:15])[C:11]=2[CH:12]([CH3:14])[CH3:13])=[CH:2]1.[C:21]([O-])([O-])=O.[K+].[K+].CI, predict the reaction product.